This data is from Catalyst prediction with 721,799 reactions and 888 catalyst types from USPTO. The task is: Predict which catalyst facilitates the given reaction. (1) Reactant: CN(C)C=O.C(=O)([O-])[O-].[K+].[K+].I[C:13]1[C:18]([O:19][C:20]2[C:29]3[C:24](=[CH:25][C:26]([O:32][CH3:33])=[C:27]([O:30][CH3:31])[CH:28]=3)[N:23]=[CH:22][CH:21]=2)=[CH:17][CH:16]=[C:15]([CH3:34])[N:14]=1.B(O)(O)[C:36]1[CH:41]=[CH:40][CH:39]=[C:38]([C:42]([NH2:44])=[O:43])[CH:37]=1. Product: [CH3:31][O:30][C:27]1[CH:28]=[C:29]2[C:24](=[CH:25][C:26]=1[O:32][CH3:33])[N:23]=[CH:22][CH:21]=[C:20]2[O:19][C:18]1[C:13]([C:36]2[CH:37]=[C:38]([CH:39]=[CH:40][CH:41]=2)[C:42]([NH2:44])=[O:43])=[N:14][C:15]([CH3:34])=[CH:16][CH:17]=1. The catalyst class is: 6. (2) Reactant: [CH:1]1([CH:7]([NH:17][C:18]2[CH:27]=[CH:26][C:21]([C:22]([O:24]C)=[O:23])=[CH:20][CH:19]=2)[C:8]2[CH:12]=[C:11]([CH:13]=[O:14])[S:10][C:9]=2[CH2:15][CH3:16])[CH2:6][CH2:5][CH2:4][CH2:3][CH2:2]1.[CH:28]([Mg]Br)([CH3:30])[CH3:29].O1CCCC1.[Cl-].[NH4+].[OH-].[Na+]. Product: [CH:1]1([CH:7]([NH:17][C:18]2[CH:27]=[CH:26][C:21]([C:22]([OH:24])=[O:23])=[CH:20][CH:19]=2)[C:8]2[CH:12]=[C:11]([CH:13]([OH:14])[CH:28]([CH3:30])[CH3:29])[S:10][C:9]=2[CH2:15][CH3:16])[CH2:6][CH2:5][CH2:4][CH2:3][CH2:2]1. The catalyst class is: 214.